From a dataset of HIV replication inhibition screening data with 41,000+ compounds from the AIDS Antiviral Screen. Binary Classification. Given a drug SMILES string, predict its activity (active/inactive) in a high-throughput screening assay against a specified biological target. (1) The result is 0 (inactive). The drug is CC1=C(C(=O)Nc2ccccc2C)C(c2ccco2)C(C(=O)Nc2ccccc2C)=C(C)N1C. (2) The compound is CSC(=NC(=O)c1ccc(Br)cc1)Nc1ccccc1Cl.I. The result is 0 (inactive). (3) The compound is CCOC(=O)c1ccc(CSc2ccc(Cl)cc2)c([N+](=O)[O-])c1. The result is 0 (inactive). (4) The molecule is CC12CCC3C(CCC4=CC(=O)C=CC43C)C1CC(O)C(=O)O2. The result is 0 (inactive). (5) The molecule is COC1OC(CO)C(N=C(C)C)C1O. The result is 0 (inactive). (6) The molecule is Nc1ncnc2oc(-c3cccs3)nc12. The result is 0 (inactive). (7) The drug is Cc1nnc(NS(=O)(=O)c2ccc(N=NC3SC(=S)NC3=O)cc2)s1. The result is 0 (inactive).